Dataset: Forward reaction prediction with 1.9M reactions from USPTO patents (1976-2016). Task: Predict the product of the given reaction. (1) Given the reactants CC1(C)C(C)(C)OB([C:9]2[CH:10]=[N:11][C:12]([N:15]3[CH2:20][CH2:19][CH:18]([O:21][C:22]4[CH:27]=[CH:26][CH:25]=[CH:24][C:23]=4[C:28]([F:31])([F:30])[F:29])[CH2:17][CH2:16]3)=[N:13][CH:14]=2)O1.Br[C:34]1[CH:35]=[N:36][N:37]([CH2:39][C:40]([O:42][CH2:43][CH3:44])=[O:41])[CH:38]=1.C(=O)([O-])[O-].[Na+].[Na+], predict the reaction product. The product is: [F:29][C:28]([F:30])([F:31])[C:23]1[CH:24]=[CH:25][CH:26]=[CH:27][C:22]=1[O:21][CH:18]1[CH2:17][CH2:16][N:15]([C:12]2[N:13]=[CH:14][C:9]([C:34]3[CH:35]=[N:36][N:37]([CH2:39][C:40]([O:42][CH2:43][CH3:44])=[O:41])[CH:38]=3)=[CH:10][N:11]=2)[CH2:20][CH2:19]1. (2) Given the reactants [CH:1]1[C:13]2[CH:12]([CH2:14][O:15][C:16]([NH:18][C@@H:19]([CH3:23])[C:20](O)=[O:21])=[O:17])[C:11]3[C:6](=[CH:7][CH:8]=[CH:9][CH:10]=3)[C:5]=2[CH:4]=[CH:3][CH:2]=1.ON1C2C=CC=CC=2N=N1.C(N=C=NCCCN(C)C)C.[CH2:45]([NH:52][CH2:53][CH:54]([O:58][CH2:59][CH3:60])[O:55][CH2:56][CH3:57])[C:46]1[CH:51]=[CH:50][CH:49]=[CH:48][CH:47]=1, predict the reaction product. The product is: [CH2:45]([N:52]([CH2:53][CH:54]([O:55][CH2:56][CH3:57])[O:58][CH2:59][CH3:60])[C:20](=[O:21])[C@@H:19]([NH:18][C:16](=[O:17])[O:15][CH2:14][CH:12]1[C:13]2[CH:1]=[CH:2][CH:3]=[CH:4][C:5]=2[C:6]2[C:11]1=[CH:10][CH:9]=[CH:8][CH:7]=2)[CH3:23])[C:46]1[CH:51]=[CH:50][CH:49]=[CH:48][CH:47]=1. (3) Given the reactants [H-].[Al+3].[Li+].[H-].[H-].[H-].[Cl:7][C:8]1[CH:16]=[C:15]2[C:11]([C:12]([CH2:31][CH:32]([CH3:34])[CH3:33])=[CH:13][N:14]2[C:17]2[S:18][CH:19]=[C:20]([C:22]3[NH:23][CH:24]=[C:25]([C:27](OC)=[O:28])[N:26]=3)[N:21]=2)=[CH:10][CH:9]=1.[OH-].[Na+].C(OCC)(=O)C, predict the reaction product. The product is: [Cl:7][C:8]1[CH:16]=[C:15]2[C:11]([C:12]([CH2:31][CH:32]([CH3:34])[CH3:33])=[CH:13][N:14]2[C:17]2[S:18][CH:19]=[C:20]([C:22]3[NH:23][CH:24]=[C:25]([CH2:27][OH:28])[N:26]=3)[N:21]=2)=[CH:10][CH:9]=1. (4) Given the reactants [OH:1][CH2:2][C:3]1[C:12]2[C:7](=[CH:8][C:9]([C:13]3[CH:17]=[CH:16][S:15][CH:14]=3)=[CH:10][CH:11]=2)[N:6]2[C:18](=[O:21])[NH:19][N:20]=[C:5]2[CH:4]=1.[CH2:22]([N:24]([CH2:27]C)[CH2:25]C)[CH3:23].CS(Cl)(=O)=O.CN(C)CCO.S([O-])(=O)(=O)C, predict the reaction product. The product is: [CH3:25][N:24]([CH3:27])[CH2:22][CH2:23][O:1][CH2:2][C:3]1[C:12]2[C:7](=[CH:8][C:9]([C:13]3[CH:17]=[CH:16][S:15][CH:14]=3)=[CH:10][CH:11]=2)[N:6]2[C:18](=[O:21])[NH:19][N:20]=[C:5]2[CH:4]=1. (5) Given the reactants [OH:1][C:2]1[CH:10]=[C:9]([CH3:11])[CH:8]=[CH:7][C:3]=1[C:4]([OH:6])=[O:5].[CH3:12][Si](C=[N+]=[N-])(C)C, predict the reaction product. The product is: [CH3:12][O:5][C:4](=[O:6])[C:3]1[CH:7]=[CH:8][C:9]([CH3:11])=[CH:10][C:2]=1[OH:1]. (6) The product is: [Cl:1][C:2]1[CH:10]=[C:9]2[C:5]([C:6]([N:20]([C:21]3[CH:26]=[CH:25][CH:24]=[C:23]([Cl:27])[CH:22]=3)[CH2:28][C:29]([NH:38][CH:32]3[CH2:37][CH2:36][CH2:35][CH2:34][CH2:33]3)=[O:30])([CH2:12][C:13]3[CH:18]=[CH:17][CH:16]=[C:15]([Cl:19])[CH:14]=3)[C:7](=[O:11])[NH:8]2)=[CH:4][CH:3]=1. Given the reactants [Cl:1][C:2]1[CH:10]=[C:9]2[C:5]([C:6]([N:20]([CH2:28][C:29](O)=[O:30])[C:21]3[CH:26]=[CH:25][CH:24]=[C:23]([Cl:27])[CH:22]=3)([CH2:12][C:13]3[CH:18]=[CH:17][CH:16]=[C:15]([Cl:19])[CH:14]=3)[C:7](=[O:11])[NH:8]2)=[CH:4][CH:3]=1.[CH:32]1([NH2:38])[CH2:37][CH2:36][CH2:35][CH2:34][CH2:33]1.CCN=C=NCCCN(C)C.Cl.C1C=CC2N(O)N=NC=2C=1.CCN(C(C)C)C(C)C, predict the reaction product.